From a dataset of Catalyst prediction with 721,799 reactions and 888 catalyst types from USPTO. Predict which catalyst facilitates the given reaction. (1) Reactant: [NH2:1][C:2]1[C:10]2[C:5](=[CH:6][CH:7]=[CH:8][C:9]=2[F:11])[C:4]([C:24]2[CH:25]=[C:26]([CH3:34])[C:27]([O:32][CH3:33])=[C:28]([CH2:30]O)[CH:29]=2)([C:12]2[CH:17]=[CH:16][CH:15]=[C:14]([C:18]3[CH:19]=[N:20][CH:21]=[N:22][CH:23]=3)[CH:13]=2)[N:3]=1.[BrH:35].C([O-])([O-])=O.[Na+].[Na+]. Product: [Br:35][CH2:30][C:28]1[CH:29]=[C:24]([C:4]2([C:12]3[CH:17]=[CH:16][CH:15]=[C:14]([C:18]4[CH:23]=[N:22][CH:21]=[N:20][CH:19]=4)[CH:13]=3)[C:5]3[C:10](=[C:9]([F:11])[CH:8]=[CH:7][CH:6]=3)[C:2]([NH2:1])=[N:3]2)[CH:25]=[C:26]([CH3:34])[C:27]=1[O:32][CH3:33]. The catalyst class is: 2. (2) Reactant: [Cl:1][C:2]1[CH:7]=[CH:6][C:5]([C:8]2[C:9](=[O:31])[O:10][C:11]3[C:16]([C:17]=2[CH2:18][C:19]2[CH:24]=[CH:23][C:22]([O:25][CH2:26][CH2:27][Br:28])=[CH:21][CH:20]=2)=[CH:15][CH:14]=[C:13]([O:29]C)[CH:12]=3)=[CH:4][CH:3]=1.Br.CC(O)=O. Product: [Cl:1][C:2]1[CH:3]=[CH:4][C:5]([C:8]2[C:9](=[O:31])[O:10][C:11]3[C:16]([C:17]=2[CH2:18][C:19]2[CH:24]=[CH:23][C:22]([O:25][CH2:26][CH2:27][Br:28])=[CH:21][CH:20]=2)=[CH:15][CH:14]=[C:13]([OH:29])[CH:12]=3)=[CH:6][CH:7]=1. The catalyst class is: 6. (3) Reactant: [H-].[Na+].Cl.[NH2:4][C:5]([NH2:7])=[NH:6].[C:8]([O:12][C:13](=[O:34])[CH:14]([CH2:30][CH:31]([CH3:33])[CH3:32])[NH:15][C:16]([C:18]1[CH:27]=[C:26]2[C:21]([C:22]([Cl:29])=[CH:23][N:24]=[C:25]2Cl)=[CH:20][CH:19]=1)=[O:17])([CH3:11])([CH3:10])[CH3:9].O. Product: [C:8]([O:12][C:13](=[O:34])[CH:14]([CH2:30][CH:31]([CH3:32])[CH3:33])[NH:15][C:16]([C:18]1[CH:27]=[C:26]2[C:21]([C:22]([Cl:29])=[CH:23][N:24]=[C:25]2[NH:6][C:5]([NH2:7])=[NH:4])=[CH:20][CH:19]=1)=[O:17])([CH3:11])([CH3:10])[CH3:9]. The catalyst class is: 16. (4) Reactant: [F:1][C:2]1[CH:20]=[C:19]([F:21])[CH:18]=[CH:17][C:3]=1[O:4][C:5]1[CH:6]=[CH:7][C:8]([N+:14]([O-])=O)=[C:9]([CH:13]=1)[C:10]([NH2:12])=[O:11]. Product: [NH2:14][C:8]1[CH:7]=[CH:6][C:5]([O:4][C:3]2[CH:17]=[CH:18][C:19]([F:21])=[CH:20][C:2]=2[F:1])=[CH:13][C:9]=1[C:10]([NH2:12])=[O:11]. The catalyst class is: 50. (5) Reactant: Cl[C:2]1[C:11]2[CH:10]3[CH2:12][CH2:13][CH:7]([CH2:8][CH2:9]3)[C:6]=2[C:5]([Cl:14])=[N:4][N:3]=1.[Zn](C(C)C)[CH:16]([CH3:18])[CH3:17]. Product: [CH:16]([C:2]1[C:11]2[CH:10]3[CH2:12][CH2:13][CH:7]([CH2:8][CH2:9]3)[C:6]=2[C:5]([Cl:14])=[N:4][N:3]=1)([CH3:18])[CH3:17]. The catalyst class is: 12. (6) Reactant: [NH2:1][C:2]1[C:7]([F:8])=[C:6]([C:9]2[CH:14]=[CH:13][C:12]([Cl:15])=[C:11]([O:16][CH3:17])[C:10]=2[F:18])[N:5]=[C:4]([C:19]([O:21][CH3:22])=[O:20])[CH:3]=1.[Cl:23]N1C(C)(C)C(=O)N(Cl)C1=O. Product: [NH2:1][C:2]1[C:7]([F:8])=[C:6]([C:9]2[CH:14]=[CH:13][C:12]([Cl:15])=[C:11]([O:16][CH3:17])[C:10]=2[F:18])[N:5]=[C:4]([C:19]([O:21][CH3:22])=[O:20])[C:3]=1[Cl:23]. The catalyst class is: 10. (7) Reactant: Cl[C:2]([O:4][C:5]1[CH:10]=[CH:9][C:8]([N+:11]([O-:13])=[O:12])=[CH:7][CH:6]=1)=[O:3].[NH2:14][C:15]1[CH:43]=[CH:42][C:18]([O:19][C:20]2[CH:25]=[CH:24][N:23]=[C:22]3[CH:26]=[C:27]([C:29]4[CH2:34][CH2:33][N:32]([C:35]([O:37][C:38]([CH3:41])([CH3:40])[CH3:39])=[O:36])[CH2:31][CH:30]=4)[S:28][C:21]=23)=[C:17]([F:44])[CH:16]=1.CCN(C(C)C)C(C)C. Product: [F:44][C:17]1[CH:16]=[C:15]([NH:14][C:2]([O:4][C:5]2[CH:10]=[CH:9][C:8]([N+:11]([O-:13])=[O:12])=[CH:7][CH:6]=2)=[O:3])[CH:43]=[CH:42][C:18]=1[O:19][C:20]1[CH:25]=[CH:24][N:23]=[C:22]2[CH:26]=[C:27]([C:29]3[CH2:34][CH2:33][N:32]([C:35]([O:37][C:38]([CH3:41])([CH3:40])[CH3:39])=[O:36])[CH2:31][CH:30]=3)[S:28][C:21]=12. The catalyst class is: 2. (8) Reactant: [Cl:1][C:2]1[C:3]2[S:10][CH:9]=[CH:8][C:4]=2[N:5]=[CH:6][N:7]=1.C(NC(C)C)(C)C.[Li].[Br:19]C(F)(F)C(F)(F)Br. Product: [Br:19][C:9]1[S:10][C:3]2[C:2]([Cl:1])=[N:7][CH:6]=[N:5][C:4]=2[CH:8]=1. The catalyst class is: 1. (9) Reactant: [Cl:1][C:2]1[C:9]([F:10])=[CH:8][C:5]([C:6]#[N:7])=[C:4]([O:11][C@@H:12]([C:16]2[CH:21]=[CH:20][CH:19]=[CH:18][CH:17]=2)[CH2:13][CH2:14]I)[CH:3]=1.[CH3:22][C:23]1[N:24]=[CH:25][C:26]([CH2:29][NH2:30])=[N:27][CH:28]=1.C(N(CC)CC)C. Product: [ClH:1].[ClH:1].[Cl:1][C:2]1[C:9]([F:10])=[CH:8][C:5]([C:6]#[N:7])=[C:4]([O:11][C@@H:12]([C:16]2[CH:21]=[CH:20][CH:19]=[CH:18][CH:17]=2)[CH2:13][CH2:14][NH:30][CH2:29][C:26]2[CH:25]=[N:24][C:23]([CH3:22])=[CH:28][N:27]=2)[CH:3]=1. The catalyst class is: 16. (10) Reactant: [Cl:1][C:2]1[C:8]([C:9]2[O:10][C:11]3[CH:17]=[CH:16][CH:15]=[CH:14][C:12]=3[N:13]=2)=[CH:7][C:5]([NH2:6])=[C:4]([NH:18][CH:19]2[CH2:24][CH2:23][O:22][CH2:21][CH2:20]2)[CH:3]=1.Cl.[C:26](=N)(OC)[CH3:27].O. Product: [O:10]1[C:11]2[CH:17]=[CH:16][CH:15]=[CH:14][C:12]=2[N:13]=[C:9]1[C:8]1[C:2]([Cl:1])=[CH:3][C:4]2[N:18]([CH:19]3[CH2:24][CH2:23][O:22][CH2:21][CH2:20]3)[C:26]([CH3:27])=[N:6][C:5]=2[CH:7]=1. The catalyst class is: 5.